This data is from Catalyst prediction with 721,799 reactions and 888 catalyst types from USPTO. The task is: Predict which catalyst facilitates the given reaction. (1) Reactant: [Cl:1][C:2]1[C:3]([O:14][CH3:15])=[C:4]([NH:10]C(=O)C)[C:5]([CH3:9])=[C:6]([CH3:8])[CH:7]=1.Cl.[N:17]([O-])=O.[Na+]. The catalyst class is: 313. Product: [Cl:1][C:2]1[C:3]([O:14][CH3:15])=[C:4]2[C:5]([CH:9]=[N:17][NH:10]2)=[C:6]([CH3:8])[CH:7]=1. (2) Reactant: [Cl:1][C:2]1[CH:3]=[C:4]([C:12]2[O:16][N:15]=[C:14]([C:17]3[CH:25]=[CH:24][CH:23]=[C:22]4[C:18]=3[CH:19]=[N:20][NH:21]4)[N:13]=2)[CH:5]=[CH:6][C:7]=1[O:8][CH:9]([CH3:11])[CH3:10].Br[CH2:27][CH:28]([CH3:33])[C:29]([O:31][CH3:32])=[O:30].C(=O)([O-])[O-].[Cs+].[Cs+]. Product: [Cl:1][C:2]1[CH:3]=[C:4]([C:12]2[O:16][N:15]=[C:14]([C:17]3[CH:25]=[CH:24][CH:23]=[C:22]4[C:18]=3[CH:19]=[N:20][N:21]4[CH2:27][CH:28]([CH3:33])[C:29]([O:31][CH3:32])=[O:30])[N:13]=2)[CH:5]=[CH:6][C:7]=1[O:8][CH:9]([CH3:11])[CH3:10]. The catalyst class is: 3. (3) The catalyst class is: 2. Product: [Cl:44][CH:45]([Cl:49])[C:46]([N:20]([CH2:21][CH2:22][C:23](=[O:36])[CH:24]([NH:28][C:29](=[O:35])[O:30][C:31]([CH3:34])([CH3:33])[CH3:32])[CH:25]([CH3:27])[CH3:26])[C:18]1[CH:17]=[CH:16][N:15]=[C:14]([C:12]2[O:11][N:10]=[C:9]([C:3]3[C:2]([Cl:1])=[CH:7][CH:6]=[CH:5][C:4]=3[Cl:8])[CH:13]=2)[CH:19]=1)=[O:47]. Reactant: [Cl:1][C:2]1[CH:7]=[CH:6][CH:5]=[C:4]([Cl:8])[C:3]=1[C:9]1[CH:13]=[C:12]([C:14]2[CH:19]=[C:18]([NH:20][CH2:21][CH2:22][C:23](=[O:36])[CH:24]([NH:28][C:29](=[O:35])[O:30][C:31]([CH3:34])([CH3:33])[CH3:32])[CH:25]([CH3:27])[CH3:26])[CH:17]=[CH:16][N:15]=2)[O:11][N:10]=1.C(N(CC)CC)C.[Cl:44][CH:45]([Cl:49])[C:46](Cl)=[O:47]. (4) Reactant: [NH:1]1[CH2:5][CH2:4][CH2:3][CH2:2]1.Cl[C:7]1[N:12]=[C:11]([CH3:13])[C:10]([CH:14]([CH2:19][CH2:20][CH3:21])[C:15]([O:17][CH3:18])=[O:16])=[C:9]([C:22]2[CH:27]=[CH:26][C:25]([CH3:28])=[CH:24][CH:23]=2)[N:8]=1. Product: [CH3:13][C:11]1[C:10]([CH:14]([CH2:19][CH2:20][CH3:21])[C:15]([O:17][CH3:18])=[O:16])=[C:9]([C:22]2[CH:27]=[CH:26][C:25]([CH3:28])=[CH:24][CH:23]=2)[N:8]=[C:7]([N:1]2[CH2:5][CH2:4][CH2:3][CH2:2]2)[N:12]=1. The catalyst class is: 7.